From a dataset of Full USPTO retrosynthesis dataset with 1.9M reactions from patents (1976-2016). Predict the reactants needed to synthesize the given product. Given the product [CH3:25][C:24]1[CH:26]=[CH:27][C:21]([S:18]([N:4]([CH2:5][CH:6]([NH:17][S:18]([C:21]2[CH:27]=[CH:26][C:24]([CH3:25])=[CH:23][CH:22]=2)(=[O:20])=[O:19])[CH2:7][C:8]2[CH:13]=[CH:12][C:11]([N+:14]([O-:16])=[O:15])=[CH:10][CH:9]=2)[CH2:3][CH2:2][NH:1][S:18]([C:21]2[CH:27]=[CH:26][C:24]([CH3:25])=[CH:23][CH:22]=2)(=[O:20])=[O:19])(=[O:20])=[O:19])=[CH:22][CH:23]=1, predict the reactants needed to synthesize it. The reactants are: [NH2:1][CH2:2][CH2:3][NH:4][CH2:5][CH:6]([NH2:17])[CH2:7][C:8]1[CH:13]=[CH:12][C:11]([N+:14]([O-:16])=[O:15])=[CH:10][CH:9]=1.[S:18](Cl)([C:21]1[CH:27]=[CH:26][C:24]([CH3:25])=[CH:23][CH:22]=1)(=[O:20])=[O:19].